From a dataset of CYP2C19 inhibition data for predicting drug metabolism from PubChem BioAssay. Regression/Classification. Given a drug SMILES string, predict its absorption, distribution, metabolism, or excretion properties. Task type varies by dataset: regression for continuous measurements (e.g., permeability, clearance, half-life) or binary classification for categorical outcomes (e.g., BBB penetration, CYP inhibition). Dataset: cyp2c19_veith. The compound is COc1cc2c(C(=O)NCc3ccc(C)o3)cn(CC(C)C)c(=O)c2cc1OC. The result is 1 (inhibitor).